From a dataset of Peptide-MHC class I binding affinity with 185,985 pairs from IEDB/IMGT. Regression. Given a peptide amino acid sequence and an MHC pseudo amino acid sequence, predict their binding affinity value. This is MHC class I binding data. (1) The peptide sequence is EALRGFLLY. The MHC is HLA-A32:01 with pseudo-sequence HLA-A32:01. The binding affinity (normalized) is 0. (2) The peptide sequence is KRGVFVLGFL. The MHC is Mamu-A07 with pseudo-sequence Mamu-A07. The binding affinity (normalized) is 0. (3) The peptide sequence is EFTSFFYRY. The MHC is HLA-B15:09 with pseudo-sequence HLA-B15:09. The binding affinity (normalized) is 0.0847. (4) The peptide sequence is APSESEGVL. The MHC is HLA-B07:02 with pseudo-sequence HLA-B07:02. The binding affinity (normalized) is 0.832.